From a dataset of Reaction yield outcomes from USPTO patents with 853,638 reactions. Predict the reaction yield, written as a fraction of the theoretical maximum amount of product (1.0 means a 100% yield; for example, 0.34 means a 34% yield). (1) The reactants are [C:1]1([C:7]2[N:8]=[CH:9][C:10]([OH:19])=[N:11][C:12]=2[C:13]2[CH:18]=[CH:17][CH:16]=[CH:15][CH:14]=2)[CH:6]=[CH:5][CH:4]=[CH:3][CH:2]=1.CS(O[CH2:25][CH2:26][O:27][C:28]1[CH:35]=[CH:34][C:31]([CH:32]=[O:33])=[CH:30][CH:29]=1)(=O)=O.C(=O)([O-])[O-].[K+].[K+]. The catalyst is CN(C)C=O. The product is [C:1]1([C:7]2[N:8]=[CH:9][C:10]([O:19][CH2:25][CH2:26][O:27][C:28]3[CH:35]=[CH:34][C:31]([CH:32]=[O:33])=[CH:30][CH:29]=3)=[N:11][C:12]=2[C:13]2[CH:14]=[CH:15][CH:16]=[CH:17][CH:18]=2)[CH:2]=[CH:3][CH:4]=[CH:5][CH:6]=1. The yield is 0.854. (2) The reactants are [NH2:1][C:2]1[N:7]=[CH:6][C:5]([N:8]2[CH2:13][CH2:12][N:11]([C:14]([O:16][C:17]([CH3:20])([CH3:19])[CH3:18])=[O:15])[CH2:10][C@@H:9]2[CH3:21])=[CH:4][CH:3]=1.Br[C:23]1[C:24](=[O:31])[N:25]([CH3:30])[CH:26]=[C:27]([Br:29])[CH:28]=1. No catalyst specified. The product is [Br:29][C:27]1[CH:28]=[C:23]([NH:1][C:2]2[N:7]=[CH:6][C:5]([N:8]3[CH2:13][CH2:12][N:11]([C:14]([O:16][C:17]([CH3:20])([CH3:19])[CH3:18])=[O:15])[CH2:10][C@@H:9]3[CH3:21])=[CH:4][CH:3]=2)[C:24](=[O:31])[N:25]([CH3:30])[CH:26]=1. The yield is 0.830. (3) The reactants are [H-].[Al+3].[Li+].[H-].[H-].[H-].[NH2:7][C:8]1[N:16]=[C:15]([O:17][CH2:18][CH2:19][CH2:20][CH3:21])[N:14]=[C:13]2[C:9]=1[N:10]=[C:11]([O:44][CH3:45])[N:12]2[CH2:22][CH:23]1[CH2:28][CH2:27][CH2:26][N:25]([CH2:29][C:30]2[CH:39]=[CH:38][C:33]([C:34](OC)=[O:35])=[CH:32][C:31]=2[N:40]([CH:42]=O)[CH3:41])[CH2:24]1. The catalyst is O1CCCC1. The product is [NH2:7][C:8]1[N:16]=[C:15]([O:17][CH2:18][CH2:19][CH2:20][CH3:21])[N:14]=[C:13]2[C:9]=1[N:10]=[C:11]([O:44][CH3:45])[N:12]2[CH2:22][CH:23]1[CH2:28][CH2:27][CH2:26][N:25]([CH2:29][C:30]2[CH:39]=[CH:38][C:33]([CH2:34][OH:35])=[CH:32][C:31]=2[N:40]([CH3:42])[CH3:41])[CH2:24]1. The yield is 0.620. (4) The reactants are [Li]CCCC.Br[C:7]1[CH:18]=[C:17]([F:19])[C:10]([CH2:11][N:12]2[CH2:16][CH2:15][CH2:14][CH2:13]2)=[C:9]([F:20])[CH:8]=1.[O:21]=[C:22]1[CH2:25][CH:24]([C:26]([OH:28])=O)[CH2:23]1.[NH:29]1[CH2:33][CH2:32][CH2:31][CH2:30]1.C(P1(=O)OP(CCC)(=O)OP(CCC)(=O)O1)CC. The catalyst is C1COCC1. The product is [F:20][C:9]1[CH:8]=[C:7]([C:22]2([OH:21])[CH2:23][CH:24]([C:26]([N:29]3[CH2:33][CH2:32][CH2:31][CH2:30]3)=[O:28])[CH2:25]2)[CH:18]=[C:17]([F:19])[C:10]=1[CH2:11][N:12]1[CH2:16][CH2:15][CH2:14][CH2:13]1. The yield is 0.260. (5) The reactants are [CH3:1][N:2]([C-:4]1[CH:8]=[CH:7][CH:6]=[CH:5]1)[CH3:3].[CH-:9]1[CH:13]=[CH:12][CH:11]=[CH:10]1.[Fe+2:14].B(F)(F)F.C[CH2:20][O:21]CC.[Li]CCCC.CN(C=O)C. The catalyst is C1COCC1. The product is [CH:20]([C:5]1[C-:4]([N:2]([CH3:3])[CH3:1])[CH:8]=[CH:7][CH:6]=1)=[O:21].[CH-:9]1[CH:13]=[CH:12][CH:11]=[CH:10]1.[Fe+2:14]. The yield is 0.760. (6) The reactants are [F:1][C:2]1[CH:3]=[C:4]([N:25]2[CH2:29][C@H:28]([CH2:30][NH:31][C:32](=[O:34])[CH3:33])[O:27][C:26]2=[O:35])[CH:5]=[CH:6][C:7]=1[N:8]1[CH2:13][CH2:12][CH:11]([N:14]2[N:18]=[N:17][C:16]([N:19]3[CH2:24][CH2:23][NH:22][CH2:21][CH2:20]3)=[N:15]2)[CH2:10][CH2:9]1.[H-].[Na+].[CH3:38]I. The catalyst is O1CCCC1. The product is [F:1][C:2]1[CH:3]=[C:4]([N:25]2[CH2:29][C@H:28]([CH2:30][NH:31][C:32](=[O:34])[CH3:33])[O:27][C:26]2=[O:35])[CH:5]=[CH:6][C:7]=1[N:8]1[CH2:13][CH2:12][CH:11]([N:14]2[N:18]=[N:17][C:16]([N:19]3[CH2:20][CH2:21][N:22]([CH3:38])[CH2:23][CH2:24]3)=[N:15]2)[CH2:10][CH2:9]1. The yield is 0.560.